Dataset: Reaction yield outcomes from USPTO patents with 853,638 reactions. Task: Predict the reaction yield, written as a fraction of the theoretical maximum amount of product (1.0 means a 100% yield; for example, 0.34 means a 34% yield). (1) The reactants are [I:1][C:2]1[CH:3]=[C:4]2[C:9](=[CH:10][CH:11]=1)[NH:8][C:7](=O)[CH:6]=[CH:5]2.P(Cl)(Cl)([Cl:15])=O. No catalyst specified. The product is [Cl:15][C:7]1[CH:6]=[CH:5][C:4]2[C:9](=[CH:10][CH:11]=[C:2]([I:1])[CH:3]=2)[N:8]=1. The yield is 0.870. (2) The reactants are OC(C(F)(F)F)=O.[NH:8]1[CH2:11][CH:10]([C:12]2[CH:33]=[CH:32][C:15]3[C:16]4[N:17]=[C:18]([C:24]5[N:25]([CH:29]([CH3:31])[CH3:30])[N:26]=[CH:27][N:28]=5)[S:19][C:20]=4[CH2:21][CH2:22][O:23][C:14]=3[CH:13]=2)[CH2:9]1.[CH3:34][C:35]([CH3:37])=O.C(O[BH-](OC(=O)C)OC(=O)C)(=O)C.[Na+].C(=O)(O)[O-].[Na+]. The catalyst is ClCCCl.C(Cl)Cl. The product is [CH:35]([N:8]1[CH2:11][CH:10]([C:12]2[CH:33]=[CH:32][C:15]3[C:16]4[N:17]=[C:18]([C:24]5[N:25]([CH:29]([CH3:31])[CH3:30])[N:26]=[CH:27][N:28]=5)[S:19][C:20]=4[CH2:21][CH2:22][O:23][C:14]=3[CH:13]=2)[CH2:9]1)([CH3:37])[CH3:34]. The yield is 0.630. (3) The yield is 0.600. The product is [CH2:1]([O:8][CH2:9][N:10]1[N:14]=[N:13][C:12]([Sn:32]([CH2:33][CH2:34][CH2:35][CH3:36])([CH2:37][CH2:38][CH2:39][CH3:40])[CH2:28][CH2:29][CH2:30][CH3:31])=[N:11]1)[C:2]1[CH:3]=[CH:4][CH:5]=[CH:6][CH:7]=1. The catalyst is C(OCC)C. The reactants are [CH2:1]([O:8][CH2:9][N:10]1[N:14]=[N:13][CH:12]=[N:11]1)[C:2]1[CH:7]=[CH:6][CH:5]=[CH:4][CH:3]=1.CN(C)CCN(C)C.C([Li])CCC.[CH2:28]([Sn:32](Cl)([CH2:37][CH2:38][CH2:39][CH3:40])[CH2:33][CH2:34][CH2:35][CH3:36])[CH2:29][CH2:30][CH3:31]. (4) The reactants are C1C=CC2N(O)N=NC=2C=1.CCN(C(C)C)C(C)C.[Cl:20][C:21]1[CH:22]=[C:23]2[C:27](=[CH:28][CH:29]=1)[N:26]([CH2:30][C:31]([N:33]1[CH2:38][CH2:37][N:36]([CH3:39])[CH2:35][CH2:34]1)=[O:32])[CH:25]=[C:24]2[C:40](O)=[O:41].Cl.[NH2:44][N:45]1[CH2:50][CH2:49][CH:48]([N:51]2[C:55]([CH3:56])=[C:54]([C:57](=[O:61])[CH2:58][CH2:59][CH3:60])[CH:53]=[N:52]2)[CH2:47][CH2:46]1. The catalyst is CN(C=O)C.C(Cl)CCl. The product is [ClH:20].[C:57]([C:54]1[CH:53]=[N:52][N:51]([CH:48]2[CH2:47][CH2:46][N:45]([NH:44][C:40]([C:24]3[C:23]4[C:27](=[CH:28][CH:29]=[C:21]([Cl:20])[CH:22]=4)[N:26]([CH2:30][C:31]([N:33]4[CH2:34][CH2:35][N:36]([CH3:39])[CH2:37][CH2:38]4)=[O:32])[CH:25]=3)=[O:41])[CH2:50][CH2:49]2)[C:55]=1[CH3:56])(=[O:61])[CH2:58][CH2:59][CH3:60]. The yield is 0.330. (5) The reactants are [CH3:1][NH:2][C@@H:3]1[C:8]2[CH:9]=[CH:10][CH:11]=[CH:12][C:7]=2[C@H:6]([C:13]2[CH:14]=[CH:15][C:16]([Cl:20])=[C:17]([Cl:19])[CH:18]=2)[CH2:5][CH2:4]1.[ClH:21]. The catalyst is C(O)CCCC. The product is [CH3:1][NH:2][C@@H:3]1[C:8]2[CH:9]=[CH:10][CH:11]=[CH:12][C:7]=2[C@H:6]([C:13]2[CH:14]=[CH:15][C:16]([Cl:20])=[C:17]([Cl:19])[CH:18]=2)[CH2:5][CH2:4]1.[ClH:21]. The yield is 0.870. (6) The reactants are [ClH:1].[CH2:2]([C:5]1[N:6]=[C:7]([NH2:10])[NH:8][CH:9]=1)[C:3]#[CH:4].[N:11]([CH2:14][C:15]1[CH:19]=[CH:18][S:17][CH:16]=1)=[N+:12]=[N-:13]. No catalyst specified. The product is [ClH:1].[S:17]1[CH:18]=[CH:19][C:15]([CH2:14][N:11]2[CH:4]=[C:3]([CH2:2][C:5]3[N:6]=[C:7]([NH2:10])[NH:8][CH:9]=3)[N:13]=[N:12]2)=[CH:16]1. The yield is 0.440.